The task is: Regression. Given two drug SMILES strings and cell line genomic features, predict the synergy score measuring deviation from expected non-interaction effect.. This data is from NCI-60 drug combinations with 297,098 pairs across 59 cell lines. (1) Drug 1: CCCS(=O)(=O)NC1=C(C(=C(C=C1)F)C(=O)C2=CNC3=C2C=C(C=N3)C4=CC=C(C=C4)Cl)F. Drug 2: CC(C1=C(C=CC(=C1Cl)F)Cl)OC2=C(N=CC(=C2)C3=CN(N=C3)C4CCNCC4)N. Cell line: OVCAR-8. Synergy scores: CSS=5.95, Synergy_ZIP=1.28, Synergy_Bliss=-0.0754, Synergy_Loewe=-5.22, Synergy_HSA=-2.40. (2) Drug 1: C1=CC(=CC=C1CCC2=CNC3=C2C(=O)NC(=N3)N)C(=O)NC(CCC(=O)O)C(=O)O. Drug 2: CC1=CC=C(C=C1)C2=CC(=NN2C3=CC=C(C=C3)S(=O)(=O)N)C(F)(F)F. Cell line: SNB-75. Synergy scores: CSS=15.8, Synergy_ZIP=-1.65, Synergy_Bliss=-3.64, Synergy_Loewe=-13.7, Synergy_HSA=-3.51. (3) Drug 1: CN1CCC(CC1)COC2=C(C=C3C(=C2)N=CN=C3NC4=C(C=C(C=C4)Br)F)OC. Drug 2: CCC1=C2CN3C(=CC4=C(C3=O)COC(=O)C4(CC)O)C2=NC5=C1C=C(C=C5)O. Cell line: TK-10. Synergy scores: CSS=14.7, Synergy_ZIP=-4.08, Synergy_Bliss=0.682, Synergy_Loewe=-1.03, Synergy_HSA=2.39.